Predict which catalyst facilitates the given reaction. From a dataset of Catalyst prediction with 721,799 reactions and 888 catalyst types from USPTO. (1) Reactant: [NH2:1][C:2](=[O:42])[CH:3]([C:5]1[CH:41]=[CH:40][CH:39]=[CH:38][C:6]=1[CH2:7][CH2:8][C:9]1[C:14]([C:15]([F:18])([F:17])[F:16])=[CH:13][N:12]=[C:11]([NH:19][C:20]2[CH:21]=[N:22][N:23]([CH:25]3[CH2:30][CH2:29][N:28](C(OC(C)(C)C)=O)[CH2:27][CH2:26]3)[CH:24]=2)[N:10]=1)[CH3:4].C(O)(C(F)(F)F)=O.C([O-])(O)=O.[Na+].[OH-].[Na+]. Product: [NH:28]1[CH2:27][CH2:26][CH:25]([N:23]2[CH:24]=[C:20]([NH:19][C:11]3[N:10]=[C:9]([CH2:8][CH2:7][C:6]4[CH:38]=[CH:39][CH:40]=[CH:41][C:5]=4[CH:3]([CH3:4])[C:2]([NH2:1])=[O:42])[C:14]([C:15]([F:16])([F:18])[F:17])=[CH:13][N:12]=3)[CH:21]=[N:22]2)[CH2:30][CH2:29]1. The catalyst class is: 2. (2) Reactant: [NH:1]1[C:9]2[C:4](=[CH:5][CH:6]=[CH:7][C:8]=2[C:10]([NH2:12])=[O:11])[CH2:3][CH2:2]1.C1N=CN([C:18](N2C=NC=C2)=[O:19])C=1.S([O-])(O)(=O)=O.[K+]. Product: [C:10]1(=[O:11])[C:8]2[C:9]3=[C:4]([CH2:3][CH2:2][N:1]3[C:18](=[O:19])[NH:12]1)[CH:5]=[CH:6][CH:7]=2. The catalyst class is: 7.